Dataset: Reaction yield outcomes from USPTO patents with 853,638 reactions. Task: Predict the reaction yield, written as a fraction of the theoretical maximum amount of product (1.0 means a 100% yield; for example, 0.34 means a 34% yield). (1) The product is [C:1]([NH:9][C:10]1[S:11][CH2:18][CH:17]2[CH2:16][N:15]([C:20]([O:22][CH2:23][C:24]3[CH:29]=[CH:28][CH:27]=[CH:26][CH:25]=3)=[O:21])[CH2:14][C:13]2([C:30]2[S:31][CH:32]=[CH:33][CH:34]=2)[N:12]=1)(=[O:8])[C:2]1[CH:3]=[CH:4][CH:5]=[CH:6][CH:7]=1. The yield is 0.830. The reactants are [C:1]([NH:9][C:10]([NH:12][C:13]1([C:30]2[S:31][CH:32]=[CH:33][CH:34]=2)[CH:17]([CH2:18]O)[CH2:16][N:15]([C:20]([O:22][CH2:23][C:24]2[CH:29]=[CH:28][CH:27]=[CH:26][CH:25]=2)=[O:21])[CH2:14]1)=[S:11])(=[O:8])[C:2]1[CH:7]=[CH:6][CH:5]=[CH:4][CH:3]=1.ClC(N(C)C)=C(C)C. The catalyst is C(Cl)Cl. (2) The reactants are [NH:1]([C:3]1[N:8]([CH2:9][C:10]2[CH:15]=[CH:14][C:13]([O:16][CH3:17])=[CH:12][CH:11]=2)[C:7](=[O:18])[N:6]([CH3:19])[C:5](=[O:20])[CH:4]=1)[NH2:2].O=P(Cl)(Cl)Cl.[CH3:26]O. The catalyst is CN(C=O)C. The product is [CH3:17][O:16][C:13]1[CH:14]=[CH:15][C:10]([CH2:9][N:8]2[C:3]3[NH:1][N:2]=[CH:26][C:4]=3[C:5](=[O:20])[N:6]([CH3:19])[C:7]2=[O:18])=[CH:11][CH:12]=1. The yield is 0.850. (3) The reactants are [F:1][C:2]1[CH:3]=[C:4]([C:12]2[CH:22]=[C:21]([C:23](O)=[O:24])[C:15]3[O:16][CH2:17][CH2:18][CH2:19][CH2:20][C:14]=3[CH:13]=2)[CH:5]=[C:6]([C:8](=[O:11])[NH:9][CH3:10])[CH:7]=1.[NH2:26][CH:27]([CH2:33][C:34]1[C:42]2[C:37](=[CH:38][C:39]([F:44])=[C:40]([F:43])[CH:41]=2)[NH:36][CH:35]=1)[C:28]([O:30][CH2:31][CH3:32])=[O:29].C(Cl)CCl.C1C=CC2N(O)N=NC=2C=1. The yield is 0.780. The product is [CH2:31]([O:30][C:28](=[O:29])[CH:27]([NH:26][C:23]([C:21]1[C:15]2[O:16][CH2:17][CH2:18][CH2:19][CH2:20][C:14]=2[CH:13]=[C:12]([C:4]2[CH:5]=[C:6]([C:8](=[O:11])[NH:9][CH3:10])[CH:7]=[C:2]([F:1])[CH:3]=2)[CH:22]=1)=[O:24])[CH2:33][C:34]1[C:42]2[C:37](=[CH:38][C:39]([F:44])=[C:40]([F:43])[CH:41]=2)[NH:36][CH:35]=1)[CH3:32]. The catalyst is CN(C=O)C.C(N(CC)CC)C. (4) The reactants are Br[CH2:2][CH2:3][OH:4].C(=O)([O-])[O-].[K+].[K+].[NH2:11][C@H:12]1[CH2:17][CH2:16][CH2:15][N:14]([CH2:18][C:19]2[C:28]([Cl:29])=[C:27]3[C:22]([C:23](=[O:43])[N:24]([CH2:30][C:31]4[CH:36]=[C:35]([Cl:37])[CH:34]=[CH:33][C:32]=4[S:38]([CH2:41][CH3:42])(=[O:40])=[O:39])[CH:25]=[N:26]3)=[CH:21][C:20]=2[C:44]([F:47])([F:46])[F:45])[CH2:13]1.O. The catalyst is CN(C=O)C. The product is [Cl:29][C:28]1[C:19]([CH2:18][N:14]2[CH2:15][CH2:16][CH2:17][C@H:12]([NH:11][CH2:2][CH2:3][OH:4])[CH2:13]2)=[C:20]([C:44]([F:45])([F:46])[F:47])[CH:21]=[C:22]2[C:27]=1[N:26]=[CH:25][N:24]([CH2:30][C:31]1[CH:36]=[C:35]([Cl:37])[CH:34]=[CH:33][C:32]=1[S:38]([CH2:41][CH3:42])(=[O:40])=[O:39])[C:23]2=[O:43]. The yield is 0.360. (5) The yield is 0.380. The reactants are [CH3:1][CH2:2][CH2:3][CH2:4][CH2:5][CH3:6].[Li][CH2:8][CH2:9][CH2:10][CH3:11].[CH2:12]1[CH2:16][O:15][CH2:14][CH2:13]1.Br[C:18]1[CH:23]=[CH:22][C:21]([O:24][CH2:25][CH2:26][CH2:27][CH2:28][CH2:29][CH2:30][CH2:31][CH2:32][CH2:33][CH3:34])=[C:20]([O:35][CH2:36][CH2:37][CH2:38][CH2:39][CH2:40][CH2:41][CH2:42][CH2:43][CH2:44][CH3:45])[CH:19]=1. The product is [CH2:1]([O:24][C:21]1[CH:20]=[C:19]([C:18]2[CH:23]=[CH:22][C:21]([O:24][CH2:25][CH2:26][CH2:27][CH2:28][CH2:29][CH2:30][CH2:31][CH2:32][CH2:33][CH3:34])=[C:20]([O:35][CH2:36][CH2:37][CH2:38][CH2:39][CH2:40][CH2:41][CH2:42][CH2:43][CH2:44][CH3:45])[CH:19]=2)[CH:18]=[CH:12][C:16]=1[O:15][CH2:14][CH2:13][CH2:32][CH2:31][CH2:30][CH2:29][CH2:28][CH2:27][CH2:26][CH3:25])[CH2:2][CH2:3][CH2:4][CH2:5][CH2:6][CH2:8][CH2:9][CH2:10][CH3:11]. The catalyst is O.